From a dataset of Human liver microsome stability data. Regression/Classification. Given a drug SMILES string, predict its absorption, distribution, metabolism, or excretion properties. Task type varies by dataset: regression for continuous measurements (e.g., permeability, clearance, half-life) or binary classification for categorical outcomes (e.g., BBB penetration, CYP inhibition). Dataset: hlm. (1) The compound is CN(C)C(=O)[C@@H]1Cc2ccccc2N1C(=O)CCN1CCC(c2ccccc2)CC1. The result is 0 (unstable in human liver microsomes). (2) The molecule is O=C(CCCCCc1ccccc1)N[C@H]1CC[C@H](O)CC1. The result is 0 (unstable in human liver microsomes). (3) The molecule is CC1=C2C[C@H]3[C@@H](CC[C@@H]4Cc5nn(S(C)(=O)=O)cc5C[C@@]43C)[C@@H]2CC[C@@]2(C1)O[C@@H]1C[C@H](C)CN[C@H]1[C@H]2C. The result is 0 (unstable in human liver microsomes).